From a dataset of TCR-epitope binding with 47,182 pairs between 192 epitopes and 23,139 TCRs. Binary Classification. Given a T-cell receptor sequence (or CDR3 region) and an epitope sequence, predict whether binding occurs between them. (1) The epitope is NLDSKVGGNY. The TCR CDR3 sequence is CASSYSLAGNPYEQYF. Result: 0 (the TCR does not bind to the epitope). (2) The epitope is LLWNGPMAV. The TCR CDR3 sequence is CASSFGIPYEQYF. Result: 1 (the TCR binds to the epitope).